From a dataset of NCI-60 drug combinations with 297,098 pairs across 59 cell lines. Regression. Given two drug SMILES strings and cell line genomic features, predict the synergy score measuring deviation from expected non-interaction effect. (1) Drug 1: C1C(C(OC1N2C=C(C(=O)NC2=O)F)CO)O. Drug 2: CC1=C(C(=O)C2=C(C1=O)N3CC4C(C3(C2COC(=O)N)OC)N4)N. Cell line: NCI-H322M. Synergy scores: CSS=4.71, Synergy_ZIP=-2.52, Synergy_Bliss=2.41, Synergy_Loewe=-0.779, Synergy_HSA=0.162. (2) Drug 1: C1=NC2=C(N=C(N=C2N1C3C(C(C(O3)CO)O)O)F)N. Drug 2: CC12CCC3C(C1CCC2OP(=O)(O)O)CCC4=C3C=CC(=C4)OC(=O)N(CCCl)CCCl.[Na+]. Cell line: MDA-MB-435. Synergy scores: CSS=14.2, Synergy_ZIP=-7.84, Synergy_Bliss=-10.2, Synergy_Loewe=-3.97, Synergy_HSA=-6.52. (3) Drug 1: CC1=C(C=C(C=C1)NC(=O)C2=CC=C(C=C2)CN3CCN(CC3)C)NC4=NC=CC(=N4)C5=CN=CC=C5. Drug 2: C1CCC(C(C1)N)N.C(=O)(C(=O)[O-])[O-].[Pt+4]. Cell line: MDA-MB-435. Synergy scores: CSS=24.5, Synergy_ZIP=-5.09, Synergy_Bliss=-1.52, Synergy_Loewe=-23.3, Synergy_HSA=-3.66. (4) Drug 1: C1CC(=O)NC(=O)C1N2CC3=C(C2=O)C=CC=C3N. Drug 2: CCN(CC)CCNC(=O)C1=C(NC(=C1C)C=C2C3=C(C=CC(=C3)F)NC2=O)C. Cell line: A498. Synergy scores: CSS=0.826, Synergy_ZIP=-1.71, Synergy_Bliss=-0.604, Synergy_Loewe=-1.35, Synergy_HSA=-1.33. (5) Drug 1: COC1=C2C(=CC3=C1OC=C3)C=CC(=O)O2. Drug 2: COCCOC1=C(C=C2C(=C1)C(=NC=N2)NC3=CC=CC(=C3)C#C)OCCOC.Cl. Cell line: SF-539. Synergy scores: CSS=-18.1, Synergy_ZIP=6.09, Synergy_Bliss=-3.94, Synergy_Loewe=-19.5, Synergy_HSA=-20.3. (6) Drug 1: CC=C1C(=O)NC(C(=O)OC2CC(=O)NC(C(=O)NC(CSSCCC=C2)C(=O)N1)C(C)C)C(C)C. Drug 2: CC(C)CN1C=NC2=C1C3=CC=CC=C3N=C2N. Cell line: NCI/ADR-RES. Synergy scores: CSS=3.93, Synergy_ZIP=-2.03, Synergy_Bliss=-3.39, Synergy_Loewe=0.342, Synergy_HSA=-3.74. (7) Cell line: IGROV1. Drug 2: B(C(CC(C)C)NC(=O)C(CC1=CC=CC=C1)NC(=O)C2=NC=CN=C2)(O)O. Synergy scores: CSS=59.1, Synergy_ZIP=8.95, Synergy_Bliss=8.66, Synergy_Loewe=-9.96, Synergy_HSA=7.17. Drug 1: CC=C1C(=O)NC(C(=O)OC2CC(=O)NC(C(=O)NC(CSSCCC=C2)C(=O)N1)C(C)C)C(C)C. (8) Drug 1: CC(C1=C(C=CC(=C1Cl)F)Cl)OC2=C(N=CC(=C2)C3=CN(N=C3)C4CCNCC4)N. Drug 2: CCC1=CC2CC(C3=C(CN(C2)C1)C4=CC=CC=C4N3)(C5=C(C=C6C(=C5)C78CCN9C7C(C=CC9)(C(C(C8N6C)(C(=O)OC)O)OC(=O)C)CC)OC)C(=O)OC.C(C(C(=O)O)O)(C(=O)O)O. Cell line: HOP-92. Synergy scores: CSS=39.9, Synergy_ZIP=-1.88, Synergy_Bliss=2.21, Synergy_Loewe=-5.56, Synergy_HSA=4.12.